This data is from Reaction yield outcomes from USPTO patents with 853,638 reactions. The task is: Predict the reaction yield, written as a fraction of the theoretical maximum amount of product (1.0 means a 100% yield; for example, 0.34 means a 34% yield). (1) The product is [I:1][C:2]1[CH:3]=[C:4]2[C:8](=[CH:9][CH:10]=1)[NH:7][CH2:6][CH2:5]2. The yield is 0.990. No catalyst specified. The reactants are [I:1][C:2]1[CH:3]=[C:4]2[C:8](=[CH:9][CH:10]=1)[NH:7][CH:6]=[CH:5]2.CC(O)=O. (2) The reactants are [Br:1][C:2]1[CH:3]=[CH:4][C:5]([O:9][C:10]([F:13])([F:12])[F:11])=[C:6]([CH:8]=1)[NH2:7].C(N(C(C)C)CC)(C)C.[C:23](Cl)(=[O:26])[CH:24]=[CH2:25]. The catalyst is ClCCl.O. The product is [Br:1][C:2]1[CH:3]=[CH:4][C:5]([O:9][C:10]([F:11])([F:12])[F:13])=[C:6]([NH:7][C:23](=[O:26])[CH:24]=[CH2:25])[CH:8]=1. The yield is 0.930. (3) The reactants are Br[C:2]1[CH:7]=[CH:6][C:5]([CH3:8])=[CH:4][C:3]=1[CH3:9].[C:10]1([CH3:19])[CH:15]=[CH:14][CH:13]=[CH:12][C:11]=1B(O)O.P([O-])([O-])([O-])=O.[K+].[K+].[K+].C1(C)C=CC=CC=1. The catalyst is O. The product is [CH3:9][C:3]1[CH:4]=[C:5]([CH3:8])[CH:6]=[CH:7][C:2]=1[C:11]1[CH:12]=[CH:13][CH:14]=[CH:15][C:10]=1[CH3:19]. The yield is 0.960. (4) The reactants are [Cl:1][C:2]1[N:3]=[C:4]([C:9]([NH:11][C@H:12]2[CH2:17][CH2:16][N:15]([C:18]3[S:22][C:21]([C:23]([O:25]C)=[O:24])=[C:20]([CH3:27])[CH:19]=3)[CH2:14][C@H:13]2[O:28][CH3:29])=[O:10])[NH:5][C:6]=1[CH2:7][CH3:8].[OH-].[Li+].C1COCC1.O. The catalyst is CO. The product is [Cl:1][C:2]1[N:3]=[C:4]([C:9]([NH:11][C@H:12]2[CH2:17][CH2:16][N:15]([C:18]3[S:22][C:21]([C:23]([OH:25])=[O:24])=[C:20]([CH3:27])[CH:19]=3)[CH2:14][C@H:13]2[O:28][CH3:29])=[O:10])[NH:5][C:6]=1[CH2:7][CH3:8]. The yield is 0.370. (5) The reactants are [CH3:1][O:2][C:3](=[O:41])[CH2:4][S:5][C:6]1[CH:7]=[C:8]([O:33][C:34]2[C:35]([CH3:40])=[N:36][CH:37]=[CH:38][CH:39]=2)[C:9]([NH:12][C:13]2[S:17][N:16]=[C:15]([CH:18]3[CH2:24][CH:23]4[N:25](C(OC(C)(C)C)=O)[CH:20]([CH2:21][CH2:22]4)[CH2:19]3)[N:14]=2)=[N:10][CH:11]=1.C(O)(C(F)(F)F)=O. The catalyst is C(Cl)Cl. The product is [CH:20]12[NH:25][CH:23]([CH2:22][CH2:21]1)[CH2:24][CH:18]([C:15]1[N:14]=[C:13]([NH:12][C:9]3[N:10]=[CH:11][C:6]([S:5][CH2:4][C:3]([O:2][CH3:1])=[O:41])=[CH:7][C:8]=3[O:33][C:34]3[C:35]([CH3:40])=[N:36][CH:37]=[CH:38][CH:39]=3)[S:17][N:16]=1)[CH2:19]2. The yield is 1.05. (6) The reactants are [BrH:1].N1C=CC=CC=1.[O:8]1[C:12]2[CH:13]=[CH:14][CH:15]=[CH:16][C:11]=2[CH:10]=[C:9]1[C:17]([CH3:19])=[O:18]. The catalyst is CO. The product is [O:8]1[C:12]2[CH:13]=[CH:14][CH:15]=[CH:16][C:11]=2[CH:10]=[C:9]1[C:17](=[O:18])[CH2:19][Br:1]. The yield is 0.600.